From a dataset of Forward reaction prediction with 1.9M reactions from USPTO patents (1976-2016). Predict the product of the given reaction. (1) Given the reactants [C@H:1]12[N:7]([C:8]([O:10][C:11]([CH3:14])([CH3:13])[CH3:12])=[O:9])[C@H:6]1[CH2:5][CH2:4][N:3]([C:15]([O:17][CH2:18][C:19]1[CH:24]=[CH:23][CH:22]=[CH:21][CH:20]=1)=[O:16])[CH2:2]2.[CH:25]1([Mg]Br)[CH2:30][CH2:29][CH2:28][CH2:27][CH2:26]1.C1COCC1.[NH4+].[Cl-], predict the reaction product. The product is: [C:11]([O:10][C:8]([NH:7][C@H:1]1[C@H:6]([CH:25]2[CH2:30][CH2:29][CH2:28][CH2:27][CH2:26]2)[CH2:5][CH2:4][N:3]([C:15]([O:17][CH2:18][C:19]2[CH:24]=[CH:23][CH:22]=[CH:21][CH:20]=2)=[O:16])[CH2:2]1)=[O:9])([CH3:14])([CH3:13])[CH3:12].[C:11]([O:10][C:8]([NH:7][C@H:6]1[CH2:5][CH2:4][N:3]([C:15]([O:17][CH2:18][C:19]2[CH:24]=[CH:23][CH:22]=[CH:21][CH:20]=2)=[O:16])[CH2:2][C@@H:1]1[CH:25]1[CH2:30][CH2:29][CH2:28][CH2:27][CH2:26]1)=[O:9])([CH3:14])([CH3:12])[CH3:13]. (2) Given the reactants [C:1]([C:3]1[CH:4]=[CH:5][C:6]([C@@H:13]2[C:18]([C:19]#[N:20])=[C:17]([CH3:21])[N:16]([C:22]3[CH:27]=[CH:26][CH:25]=[C:24]([C:28]([F:31])([F:30])[F:29])[CH:23]=3)[C:15](=[O:32])[N:14]2[CH3:33])=[C:7]([S:9](Cl)(=[O:11])=[O:10])[CH:8]=1)#[N:2].[NH:34]1[CH2:39][CH2:38][O:37][CH2:36][CH2:35]1.C(N(CC)CC)C, predict the reaction product. The product is: [C:1]([C:3]1[CH:4]=[CH:5][C:6]([C@@H:13]2[C:18]([C:19]#[N:20])=[C:17]([CH3:21])[N:16]([C:22]3[CH:27]=[CH:26][CH:25]=[C:24]([C:28]([F:31])([F:30])[F:29])[CH:23]=3)[C:15](=[O:32])[N:14]2[CH3:33])=[C:7]([S:9]([N:34]2[CH2:39][CH2:38][O:37][CH2:36][CH2:35]2)(=[O:11])=[O:10])[CH:8]=1)#[N:2].